From a dataset of Full USPTO retrosynthesis dataset with 1.9M reactions from patents (1976-2016). Predict the reactants needed to synthesize the given product. (1) Given the product [NH2:3][C:2]([C:4]1[CH:28]=[CH:27][C:7]([O:8][CH2:9][CH2:10][CH2:11][O:12][C:13]2[CH:14]=[C:15]3[C:19](=[CH:20][CH:21]=2)[N:18]([CH2:22][C:23]([O:25][CH3:26])=[O:24])[CH:17]=[CH:16]3)=[C:6]([CH2:29][CH2:30][CH3:31])[CH:5]=1)=[S:1], predict the reactants needed to synthesize it. The reactants are: [SH2:1].[C:2]([C:4]1[CH:28]=[CH:27][C:7]([O:8][CH2:9][CH2:10][CH2:11][O:12][C:13]2[CH:14]=[C:15]3[C:19](=[CH:20][CH:21]=2)[N:18]([CH2:22][C:23]([O:25][CH3:26])=[O:24])[CH:17]=[CH:16]3)=[C:6]([CH2:29][CH2:30][CH3:31])[CH:5]=1)#[N:3].C(NCC)C. (2) Given the product [CH3:1][O:2][C:3](=[O:15])[CH2:4][C:5]1[C:13]2[C:8](=[CH:9][CH:10]=[C:11]([O:14][CH2:17][CH2:18][CH3:19])[CH:12]=2)[NH:7][CH:6]=1, predict the reactants needed to synthesize it. The reactants are: [CH3:1][O:2][C:3](=[O:15])[CH2:4][C:5]1[C:13]2[C:8](=[CH:9][CH:10]=[C:11]([OH:14])[CH:12]=2)[NH:7][CH:6]=1.I[CH2:17][CH2:18][CH3:19].C(=O)([O-])[O-].[K+].[K+].C(=O)(O)[O-].[Na+]. (3) Given the product [ClH:50].[Cl:50][C:41]1[C:42]([C:46]([F:47])([F:48])[F:49])=[CH:43][CH:44]=[CH:45][C:40]=1[CH2:39][N:24]([CH2:25][CH:26]([C:33]1[CH:34]=[CH:35][CH:36]=[CH:37][CH:38]=1)[C:27]1[CH:32]=[CH:31][CH:30]=[CH:29][CH:28]=1)[CH2:23][CH2:22][CH2:21][O:20][C:16]1[CH:17]=[CH:18][CH:19]=[C:14]([N:11]2[CH2:12][CH2:13][NH:8][CH2:9][CH2:10]2)[N:15]=1, predict the reactants needed to synthesize it. The reactants are: C(OC([N:8]1[CH2:13][CH2:12][N:11]([C:14]2[CH:19]=[CH:18][CH:17]=[C:16]([O:20][CH2:21][CH2:22][CH2:23][N:24]([CH2:39][C:40]3[CH:45]=[CH:44][CH:43]=[C:42]([C:46]([F:49])([F:48])[F:47])[C:41]=3[Cl:50])[CH2:25][CH:26]([C:33]3[CH:38]=[CH:37][CH:36]=[CH:35][CH:34]=3)[C:27]3[CH:32]=[CH:31][CH:30]=[CH:29][CH:28]=3)[N:15]=2)[CH2:10][CH2:9]1)=O)(C)(C)C.Cl. (4) Given the product [CH2:1]([O:8][C:9](=[O:19])[NH:10][CH2:11][C@H:12]1[CH2:17][CH2:16][C@@H:15]([NH:18][C:31](=[O:32])[C:30]2[CH:34]=[CH:35][C:36]([F:37])=[C:28]([F:27])[CH:29]=2)[CH2:14][CH2:13]1)[C:2]1[CH:3]=[CH:4][CH:5]=[CH:6][CH:7]=1, predict the reactants needed to synthesize it. The reactants are: [CH2:1]([O:8][C:9](=[O:19])[NH:10][CH2:11][C@H:12]1[CH2:17][CH2:16][C@@H:15]([NH2:18])[CH2:14][CH2:13]1)[C:2]1[CH:7]=[CH:6][CH:5]=[CH:4][CH:3]=1.CCN(CC)CC.[F:27][C:28]1[CH:29]=[C:30]([CH:34]=[CH:35][C:36]=1[F:37])[C:31](Cl)=[O:32].C([O-])(O)=O.[Na+]. (5) Given the product [ClH:25].[CH:17]1[CH:16]=[CH:15][C:14]2[CH2:21][CH2:22][CH2:23][N:12]3[C:13]=2[C:18]=1[C@@H:19]1[CH2:20][NH:8][CH2:9][C@H:10]1[C:11]3=[O:24], predict the reactants needed to synthesize it. The reactants are: C([N:8]1[CH2:20][C@@H:19]2[C@H:10]([C:11](=[O:24])[N:12]3[CH2:23][CH2:22][CH2:21][C:14]4[CH:15]=[CH:16][CH:17]=[C:18]2[C:13]3=4)[CH2:9]1)C1C=CC=CC=1.[Cl:25]C(OC(Cl)C)=O.C(=O)([O-])[O-].[Na+].[Na+].Cl.CCOCC. (6) Given the product [Cl:1][C:2]1[CH:7]=[CH:6][CH:5]=[C:4]([F:8])[C:3]=1[CH:9]1[N:13]([C:2]2[CH:7]=[CH:40][C:41]([C:42]#[CH:43])=[CH:4][CH:3]=2)[NH:12][C:11](=[O:26])[NH:10]1, predict the reactants needed to synthesize it. The reactants are: [Cl:1][C:2]1[CH:7]=[CH:6][CH:5]=[C:4]([F:8])[C:3]=1[C:9]1[NH:10][C:11](=[O:26])[N:12](C2C=CC(C#C[Si](C)(C)C)=CC=2)[N:13]=1.[CH3:40][CH2:41][CH2:42][CH2:43][N+]([CH2:40][CH2:41][CH2:42][CH3:43])([CH2:40][CH2:41][CH2:42][CH3:43])[CH2:40][CH2:41][CH2:42][CH3:43].[F-]. (7) Given the product [Cl:21][C:18]1[CH:19]=[CH:20][C:15]([CH2:14][NH:13][C:11]([C:8]2[C:9](=[O:10])[C:4]3[CH:3]=[C:2]([C:27]#[C:26][CH2:25][CH2:24][OH:28])[O:23][C:5]=3[N:6]([CH3:22])[CH:7]=2)=[O:12])=[CH:16][CH:17]=1, predict the reactants needed to synthesize it. The reactants are: Br[C:2]1[O:23][C:5]2[N:6]([CH3:22])[CH:7]=[C:8]([C:11]([NH:13][CH2:14][C:15]3[CH:20]=[CH:19][C:18]([Cl:21])=[CH:17][CH:16]=3)=[O:12])[C:9](=[O:10])[C:4]=2[CH:3]=1.[CH2:24]([OH:28])[CH2:25][C:26]#[CH:27].